Dataset: Catalyst prediction with 721,799 reactions and 888 catalyst types from USPTO. Task: Predict which catalyst facilitates the given reaction. (1) Reactant: [NH2:1][C:2]1[CH:11]=[CH:10][CH:9]=[C:8]2[C:3]=1[CH:4]=[CH:5][N:6]([CH:13]([C:18]1[CH:23]=[CH:22][C:21]([Cl:24])=[CH:20][CH:19]=1)[C:14]([O:16]C)=O)[C:7]2=[O:12].[NH3:25]. Product: [NH2:1][C:2]1[CH:11]=[CH:10][CH:9]=[C:8]2[C:3]=1[CH:4]=[CH:5][N:6]([CH:13]([C:18]1[CH:19]=[CH:20][C:21]([Cl:24])=[CH:22][CH:23]=1)[C:14]([NH2:25])=[O:16])[C:7]2=[O:12]. The catalyst class is: 5. (2) Reactant: [CH:1]1[CH:6]=[C:5]([Cl:7])[C:4]([Cl:8])=[C:3]([C:9]2[N:14]=[N:13][C:12]([NH2:15])=[N:11][C:10]=2[NH2:16])[CH:2]=1.[Cl:17][C:18]1[C:26]([Cl:27])=[CH:25][CH:24]=[CH:23][C:19]=1[C:20](Cl)=[O:21]. Product: [NH2:16][C:10]1[N:11]=[C:12]([NH:15][C:20](=[O:21])[C:19]2[CH:23]=[CH:24][CH:25]=[C:26]([Cl:27])[C:18]=2[Cl:17])[N:13]=[N:14][C:9]=1[C:3]1[CH:2]=[CH:1][CH:6]=[C:5]([Cl:7])[C:4]=1[Cl:8]. The catalyst class is: 17. (3) Reactant: [CH3:1][O:2][C:3]1[CH:16]=[C:15]([NH:17][CH3:18])[C:14]([N+:19]([O-:21])=[O:20])=[CH:13][C:4]=1[O:5][C:6]1[CH:11]=[CH:10][N:9]=[C:8]([NH2:12])[CH:7]=1.[C:22](Cl)(=[O:24])[CH3:23].O. Product: [CH3:1][O:2][C:3]1[CH:16]=[C:15]([NH:17][CH3:18])[C:14]([N+:19]([O-:21])=[O:20])=[CH:13][C:4]=1[O:5][C:6]1[CH:11]=[CH:10][N:9]=[C:8]([NH:12][C:22](=[O:24])[CH3:23])[CH:7]=1. The catalyst class is: 2.